Dataset: NCI-60 drug combinations with 297,098 pairs across 59 cell lines. Task: Regression. Given two drug SMILES strings and cell line genomic features, predict the synergy score measuring deviation from expected non-interaction effect. Drug 1: CS(=O)(=O)C1=CC(=C(C=C1)C(=O)NC2=CC(=C(C=C2)Cl)C3=CC=CC=N3)Cl. Drug 2: CN(CC1=CN=C2C(=N1)C(=NC(=N2)N)N)C3=CC=C(C=C3)C(=O)NC(CCC(=O)O)C(=O)O. Cell line: NCI-H522. Synergy scores: CSS=37.3, Synergy_ZIP=-4.80, Synergy_Bliss=-3.22, Synergy_Loewe=-26.9, Synergy_HSA=-4.51.